This data is from Full USPTO retrosynthesis dataset with 1.9M reactions from patents (1976-2016). The task is: Predict the reactants needed to synthesize the given product. (1) Given the product [OH:1][C:2]1[CH:7]=[CH:6][C:5]([C:12]2[CH:17]=[CH:16][C:15]([S:18]([NH:21][CH2:22][CH2:23][NH:24][C:25](=[O:31])[O:26][C:27]([CH3:29])([CH3:28])[CH3:30])(=[O:19])=[O:20])=[CH:14][CH:13]=2)=[CH:4][CH:3]=1, predict the reactants needed to synthesize it. The reactants are: [OH:1][C:2]1[CH:7]=[CH:6][C:5](B(O)O)=[CH:4][CH:3]=1.Br[C:12]1[CH:17]=[CH:16][C:15]([S:18]([NH:21][CH2:22][CH2:23][NH:24][C:25](=[O:31])[O:26][C:27]([CH3:30])([CH3:29])[CH3:28])(=[O:20])=[O:19])=[CH:14][CH:13]=1.C([O-])([O-])=O.[Na+].[Na+]. (2) Given the product [CH:18]1([CH2:17][NH:16][C:14]([C:11]2[CH:12]=[CH:13][C:8]([C:6]3[C:5]([CH3:21])=[CH:4][CH:3]=[C:2]([NH:1][C:22](=[O:26])[CH2:23][CH2:24][CH3:25])[CH:7]=3)=[CH:9][CH:10]=2)=[O:15])[CH2:20][CH2:19]1, predict the reactants needed to synthesize it. The reactants are: [NH2:1][C:2]1[CH:3]=[CH:4][C:5]([CH3:21])=[C:6]([C:8]2[CH:13]=[CH:12][C:11]([C:14]([NH:16][CH2:17][CH:18]3[CH2:20][CH2:19]3)=[O:15])=[CH:10][CH:9]=2)[CH:7]=1.[C:22](O)(=[O:26])[CH2:23][CH2:24][CH3:25].